From a dataset of Full USPTO retrosynthesis dataset with 1.9M reactions from patents (1976-2016). Predict the reactants needed to synthesize the given product. (1) Given the product [C:11]([O:15][C:16]([N:18]1[CH2:23][CH2:22][N:21]([C:2]2[CH:7]=[N:6][C:5]([N+:8]([O-:10])=[O:9])=[CH:4][CH:3]=2)[CH2:20][CH2:19]1)=[O:17])([CH3:14])([CH3:12])[CH3:13], predict the reactants needed to synthesize it. The reactants are: Br[C:2]1[CH:3]=[CH:4][C:5]([N+:8]([O-:10])=[O:9])=[N:6][CH:7]=1.[C:11]([O:15][C:16]([N:18]1[CH2:23][CH2:22][NH:21][CH2:20][CH2:19]1)=[O:17])([CH3:14])([CH3:13])[CH3:12].CCN(C(C)C)C(C)C. (2) Given the product [F:1][C:2]1[CH:3]=[C:4]([C:8]2[N:9]=[C:10]([N:18]3[CH2:20][CH2:26][N:21]([C:27]([O:29][C:30]([CH3:33])([CH3:32])[CH3:31])=[O:28])[CH2:22][CH2:19]3)[C:11]3[O:12][CH2:13][CH2:14][NH:15][C:16]=3[N:17]=2)[CH:5]=[CH:6][CH:7]=1, predict the reactants needed to synthesize it. The reactants are: [F:1][C:2]1[CH:3]=[C:4]([C:8]2[N:9]=[C:10]([N:18]([CH3:20])[CH3:19])[C:11]3[O:12][CH2:13][CH2:14][NH:15][C:16]=3[N:17]=2)[CH:5]=[CH:6][CH:7]=1.[N:21]1([C:27]([O:29][C:30]([CH3:33])([CH3:32])[CH3:31])=[O:28])[CH2:26]CNC[CH2:22]1. (3) Given the product [Cl:1][C:2]1[C:10]([CH2:11][O:12][CH2:13][C:14]([F:17])([F:16])[F:15])=[C:9]([S:18]([CH3:21])(=[O:20])=[O:19])[CH:8]=[CH:7][C:3]=1[C:4]([NH:27][C:24]1[CH:25]=[CH:26][O:22][N:23]=1)=[O:6], predict the reactants needed to synthesize it. The reactants are: [Cl:1][C:2]1[C:10]([CH2:11][O:12][CH2:13][C:14]([F:17])([F:16])[F:15])=[C:9]([S:18]([CH3:21])(=[O:20])=[O:19])[CH:8]=[CH:7][C:3]=1[C:4]([OH:6])=O.[O:22]1[CH:26]=[CH:25][C:24]([NH2:27])=[N:23]1.C(N(CC)CC)C.C(P1(=O)OP(=O)(CCC)OP(=O)(CCC)O1)CC.